From a dataset of Forward reaction prediction with 1.9M reactions from USPTO patents (1976-2016). Predict the product of the given reaction. (1) Given the reactants Br[C:2]1[CH:3]=[C:4]([S:16]([NH:19][CH:20]2[CH2:28][CH2:27][CH2:26][C:25]3[N:24]([CH2:29][C:30]([OH:32])=[O:31])[N:23]=[CH:22][C:21]2=3)(=[O:18])=[O:17])[CH:5]=[N:6][C:7]=1[O:8][C:9]1[CH:14]=[CH:13][C:12]([F:15])=[CH:11][CH:10]=1, predict the reaction product. The product is: [F:15][C:12]1[CH:13]=[CH:14][C:9]([O:8][C:7]2[N:6]=[CH:5][C:4]([S:16]([NH:19][CH:20]3[CH2:28][CH2:27][CH2:26][C:25]4[N:24]([CH2:29][C:30]([OH:32])=[O:31])[N:23]=[CH:22][C:21]3=4)(=[O:18])=[O:17])=[CH:3][CH:2]=2)=[CH:10][CH:11]=1. (2) Given the reactants [ClH:1].O1CCOCC1.C(OC([N:15]1[CH2:20][CH2:19][N:18]([C:21]2[S:22][CH:23]=[C:24]([C:26]([O:28][CH3:29])=[O:27])[N:25]=2)[CH:17]([CH2:30][O:31][C:32]2[CH:33]=[N:34][CH:35]=[CH:36][CH:37]=2)[CH2:16]1)=O)(C)(C)C, predict the reaction product. The product is: [ClH:1].[ClH:1].[N:34]1[CH:35]=[CH:36][CH:37]=[C:32]([O:31][CH2:30][CH:17]2[CH2:16][NH:15][CH2:20][CH2:19][N:18]2[C:21]2[S:22][CH:23]=[C:24]([C:26]([O:28][CH3:29])=[O:27])[N:25]=2)[CH:33]=1. (3) Given the reactants [Br:1][C:2]1[CH:20]=[CH:19][C:5]2=[C:6]([CH2:15][C:16](O)=[O:17])[CH:7]=[C:8]3[C:13]([C:12](=[O:14])[NH:11][CH:10]=[CH:9]3)=[C:4]2[CH:3]=1.O.[OH-].[Na+], predict the reaction product. The product is: [Br:1][C:2]1[CH:20]=[CH:19][C:5]2=[C:6]([CH2:15][CH2:16][OH:17])[CH:7]=[C:8]3[C:13]([C:12](=[O:14])[NH:11][CH:10]=[CH:9]3)=[C:4]2[CH:3]=1. (4) Given the reactants [CH3:1][O:2][C:3]1[CH:4]=[C:5]([CH:8]=[C:9]([O:13][CH3:14])[C:10]=1[O:11][CH3:12])[CH:6]=O.[CH2:15]([O:17][C:18]([CH:20]=P(C1C=CC=CC=1)(C1C=CC=CC=1)C1C=CC=CC=1)=[O:19])[CH3:16], predict the reaction product. The product is: [CH3:1][O:2][C:3]1[CH:4]=[C:5](/[CH:6]=[CH:20]/[C:18]([O:17][CH2:15][CH3:16])=[O:19])[CH:8]=[C:9]([O:13][CH3:14])[C:10]=1[O:11][CH3:12]. (5) Given the reactants [OH:1][C:2]1[C:3]([CH3:11])=[C:4]([CH:8]=[CH:9][CH:10]=1)[C:5]([OH:7])=[O:6].S(Cl)(Cl)=O.[CH3:16]O, predict the reaction product. The product is: [OH:1][C:2]1[C:3]([CH3:11])=[C:4]([CH:8]=[CH:9][CH:10]=1)[C:5]([O:7][CH3:16])=[O:6]. (6) Given the reactants [NH2:1][C:2]1[CH:7]=[CH:6][C:5]([N:8]2[CH2:13][CH2:12][N:11]([C:14]([O:16][C:17]([CH3:20])([CH3:19])[CH3:18])=[O:15])[CH2:10][CH2:9]2)=[CH:4][CH:3]=1.[OH:21][C:22]1[CH:30]=[CH:29][C:25]([C:26](O)=[O:27])=[CH:24][CH:23]=1.CN1CCOCC1.C1CN([P+](ON2N=NC3C=CC=CC2=3)(N2CCCC2)N2CCCC2)CC1.F[P-](F)(F)(F)(F)F, predict the reaction product. The product is: [OH:21][C:22]1[CH:30]=[CH:29][C:25]([C:26]([NH:1][C:2]2[CH:7]=[CH:6][C:5]([N:8]3[CH2:13][CH2:12][N:11]([C:14]([O:16][C:17]([CH3:20])([CH3:19])[CH3:18])=[O:15])[CH2:10][CH2:9]3)=[CH:4][CH:3]=2)=[O:27])=[CH:24][CH:23]=1.